This data is from Orexin1 receptor HTS with 218,158 compounds and 233 confirmed actives. The task is: Binary Classification. Given a drug SMILES string, predict its activity (active/inactive) in a high-throughput screening assay against a specified biological target. (1) The compound is s1nc(SC)c(c1N\N=C\c1cc(OC)c(OC)cc1)C#N. The result is 1 (active). (2) The compound is S=C(N\N=C1\c2c(N(Cc3ccccc3)C1=O)cccc2)Nc1c(F)cccc1. The result is 0 (inactive). (3) The drug is Clc1ccc(S(=O)(=O)N2C(CCC2)C(=O)Nc2cc(ccc2)C)cc1. The result is 1 (active). (4) The drug is s1c2ncnc(N3CCN(CC3)Cc3ccccc3)c2c(c1C)c1ccc(F)cc1. The result is 0 (inactive). (5) The drug is O1c2c(OC1)ccc(c2)/C=N\NC(=O)Cc1ccc(cc1)C. The result is 0 (inactive).